This data is from Forward reaction prediction with 1.9M reactions from USPTO patents (1976-2016). The task is: Predict the product of the given reaction. Given the reactants [Na].[CH3:2][O:3][CH2:4][CH2:5][CH2:6][O:7][C:8]1[CH:13]=[CH:12][N:11]=[C:10]([CH2:14][S:15]([C:17]2[NH:21][C:20]3[CH:22]=[CH:23][CH:24]=[CH:25][C:19]=3[N:18]=2)=[O:16])[C:9]=1[CH3:26].CCN(CC)CC.C([O-])(O)=O.[Na+].[C:39]1([CH3:64])[CH:44]=[CH:43][C:42]([S:45]([CH2:48][CH2:49][O:50][C:51](=[O:63])[C:52]2[CH:57]=[CH:56][C:55]([CH3:58])=[C:54]([S:59](Cl)(=[O:61])=[O:60])[CH:53]=2)(=[O:47])=[O:46])=[CH:41][CH:40]=1, predict the reaction product. The product is: [C:39]1([CH3:64])[CH:44]=[CH:43][C:42]([S:45]([CH2:48][CH2:49][O:50][C:51](=[O:63])[C:52]2[CH:57]=[CH:56][C:55]([CH3:58])=[C:54]([S:59]([N:21]3[C:20]4[CH:22]=[CH:23][CH:24]=[CH:25][C:19]=4[N:18]=[C:17]3[S:15]([CH2:14][C:10]3[C:9]([CH3:26])=[C:8]([O:7][CH2:6][CH2:5][CH2:4][O:3][CH3:2])[CH:13]=[CH:12][N:11]=3)=[O:16])(=[O:61])=[O:60])[CH:53]=2)(=[O:47])=[O:46])=[CH:41][CH:40]=1.